This data is from Reaction yield outcomes from USPTO patents with 853,638 reactions. The task is: Predict the reaction yield, written as a fraction of the theoretical maximum amount of product (1.0 means a 100% yield; for example, 0.34 means a 34% yield). (1) The reactants are [CH3:1][C:2]1[C:7]([N+:8]([O-:10])=[O:9])=[CH:6][CH:5]=[C:4]([CH3:11])[N:3]=1.[O:12]1CCOCC1. The product is [CH3:1][C:2]1[N:3]=[C:4]([CH:11]=[O:12])[CH:5]=[CH:6][C:7]=1[N+:8]([O-:10])=[O:9]. The yield is 0.750. No catalyst specified. (2) The reactants are [C:1](Cl)(=[O:9])[O:2][C:3]1[CH:8]=[CH:7][CH:6]=[CH:5][CH:4]=1.[CH3:11][N:12]1[C:16]([C:17]([F:20])([F:19])[F:18])=[CH:15][C:14]([NH2:21])=[N:13]1. The catalyst is C1COCC1. The product is [CH3:11][N:12]1[C:16]([C:17]([F:18])([F:19])[F:20])=[CH:15][C:14]([NH:21][C:1](=[O:9])[O:2][C:3]2[CH:8]=[CH:7][CH:6]=[CH:5][CH:4]=2)=[N:13]1. The yield is 0.850. (3) The reactants are [C:1]([C:3]1[C:8]2[S:9][CH:10]=[CH:11][C:7]=2[C:6]([NH:12][C@H:13]([C@H:17]([OH:19])[CH3:18])[C:14]([OH:16])=O)=[CH:5][CH:4]=1)#[N:2].[C:20]([C:22]1[CH:31]=[CH:30][C:25]([C:26]([NH:28][NH2:29])=[O:27])=[CH:24][CH:23]=1)#[N:21].C1C=CC2N(O)N=NC=2C=1.C(Cl)CCl.CCN(CC)CC. The catalyst is C1COCC1.CN(C=O)C. The product is [C:20]([C:22]1[CH:23]=[CH:24][C:25]([C:26]([NH:28][NH:29][C:14](=[O:16])[C@H:13]([NH:12][C:6]2[C:7]3[CH:11]=[CH:10][S:9][C:8]=3[C:3]([C:1]#[N:2])=[CH:4][CH:5]=2)[C@H:17]([OH:19])[CH3:18])=[O:27])=[CH:30][CH:31]=1)#[N:21]. The yield is 0.820. (4) The yield is 0.960. The product is [CH:3]([C:17]1[NH:16][C:15]([CH3:14])=[C:19]([CH2:20][C:21]([OH:23])=[O:22])[C:18]=1[CH3:24])=[O:4]. The catalyst is C(OCC)(=O)C.CCCCCC.C(O)(=O)C. The reactants are CN(C)[CH:3]=[O:4].ClCCl.P(Cl)(Cl)(Cl)=O.[CH3:14][C:15]1[NH:16][CH:17]=[C:18]([CH3:24])[C:19]=1[CH2:20][C:21]([OH:23])=[O:22]. (5) The reactants are C([O:3][C:4](=[O:22])[CH2:5][NH:6][CH2:7][CH2:8][NH:9][S:10]([C:13]1[S:14][C:15]2[CH:21]=[CH:20][CH:19]=[CH:18][C:16]=2[N:17]=1)(=[O:12])=[O:11])C.[Li+].[OH-].[C:25](O[C:25]([O:27][C:28]([CH3:31])([CH3:30])[CH3:29])=[O:26])([O:27][C:28]([CH3:31])([CH3:30])[CH3:29])=[O:26]. The catalyst is O1CCCC1.O. The product is [S:14]1[C:15]2[CH:21]=[CH:20][CH:19]=[CH:18][C:16]=2[N:17]=[C:13]1[S:10]([NH:9][CH2:8][CH2:7][N:6]([C:25]([O:27][C:28]([CH3:31])([CH3:30])[CH3:29])=[O:26])[CH2:5][C:4]([OH:3])=[O:22])(=[O:11])=[O:12]. The yield is 0.950.